From a dataset of Full USPTO retrosynthesis dataset with 1.9M reactions from patents (1976-2016). Predict the reactants needed to synthesize the given product. (1) Given the product [C:17]1([S:14]([O:13][C:11]2[CH:10]=[CH:9][C:6]3[S:7][CH:8]=[C:4]([C:1]([OH:30])=[O:3])[C:5]=3[CH:12]=2)(=[O:15])=[O:16])[CH:18]=[CH:19][CH:20]=[CH:21][CH:22]=1, predict the reactants needed to synthesize it. The reactants are: [C:1]([C:4]1[C:5]2[CH:12]=[C:11]([O:13][S:14]([C:17]3[CH:22]=[CH:21][CH:20]=[CH:19][CH:18]=3)(=[O:16])=[O:15])[CH:10]=[CH:9][C:6]=2[S:7][CH:8]=1)(=[O:3])C.C1(S(OC2C=CC(SCC#C)=CC=2)(=O)=[O:30])C=CC=CC=1.Cl[O-].[Na+].Cl. (2) Given the product [CH3:19][C@H:20]1[C@@:59]2([OH:61])[O:60][C@H:23]([CH2:24][C@H:25]([O:82][CH3:83])[C:26]([CH3:81])=[CH:27][CH:28]=[CH:29][CH:30]=[CH:31][C@@H:32]([CH3:80])[CH2:33][C@@H:34]([CH3:79])[C:35]([C@H:37]([O:77][CH3:78])[C@H:38]([OH:76])[C:39]([CH3:75])=[CH:40][C@@H:41]([CH3:74])[C:42]([CH2:44][C@@H:45]([C@@H:62]([CH2:64][C@H:65]3[CH2:70][C@@H:69]([O:71][CH3:72])[C@H:68]([O:73][CH2:10][CH2:9][OH:1])[CH2:67][CH2:66]3)[CH3:63])[O:46][C:47]([C@H:49]3[N:54]([C:55]([C:57]2=[O:58])=[O:56])[CH2:53][CH2:52][CH2:51][CH2:50]3)=[O:48])=[O:43])=[O:36])[CH2:22][CH2:21]1, predict the reactants needed to synthesize it. The reactants are: [O:1]([CH2:9][CH2:10]O[Si](C(C)(C)C)(C)C)S(C(F)(F)F)(=O)=O.[CH3:19][C@H:20]1[C@@:59]2([OH:61])[O:60][C@H:23]([CH2:24][C@H:25]([O:82][CH3:83])[C:26]([CH3:81])=[CH:27][CH:28]=[CH:29][CH:30]=[CH:31][C@@H:32]([CH3:80])[CH2:33][C@@H:34]([CH3:79])[C:35]([C@H:37]([O:77][CH3:78])[C@H:38]([OH:76])[C:39]([CH3:75])=[CH:40][C@@H:41]([CH3:74])[C:42]([CH2:44][C@@H:45]([C@@H:62]([CH2:64][C@H:65]3[CH2:70][C@@H:69]([O:71][CH3:72])[C@H:68]([OH:73])[CH2:67][CH2:66]3)[CH3:63])[O:46][C:47]([C@H:49]3[N:54]([C:55]([C:57]2=[O:58])=[O:56])[CH2:53][CH2:52][CH2:51][CH2:50]3)=[O:48])=[O:43])=[O:36])[CH2:22][CH2:21]1. (3) Given the product [N:9]12[CH2:14][CH2:13][CH:12]([CH2:11][CH2:10]1)[CH:7]([O:6][C:5]1[CH:15]=[CH:16][C:2]([C:22]3[CH:21]=[CH:20][CH:19]=[C:18]([NH2:17])[CH:23]=3)=[CH:3][CH:4]=1)[CH2:8]2, predict the reactants needed to synthesize it. The reactants are: I[C:2]1[CH:16]=[CH:15][C:5]([O:6][CH:7]2[CH:12]3[CH2:13][CH2:14][N:9]([CH2:10][CH2:11]3)[CH2:8]2)=[CH:4][CH:3]=1.[NH2:17][C:18]1[CH:19]=[C:20](B(O)O)[CH:21]=[CH:22][CH:23]=1.[Cl-].C(C1C=CC=C(CCC)C=1[N+]1C=CN(C2C(CCC)=CC=CC=2CCC)C=1)CC.C([O-])([O-])=O.[Na+].[Na+]. (4) Given the product [CH2:1]([O:8][C:9]([N:11]1[CH2:16][CH2:15][N:14]([C:17]2[CH:22]=[N:21][C:20]([C:23](=[O:25])[N:30]([CH3:31])[CH3:29])=[CH:19][N:18]=2)[CH2:13][CH:12]1[CH:26]([CH3:27])[CH3:28])=[O:10])[C:2]1[CH:3]=[CH:4][CH:5]=[CH:6][CH:7]=1, predict the reactants needed to synthesize it. The reactants are: [CH2:1]([O:8][C:9]([N:11]1[CH2:16][CH2:15][N:14]([C:17]2[CH:22]=[N:21][C:20]([C:23]([OH:25])=O)=[CH:19][N:18]=2)[CH2:13][CH:12]1[CH:26]([CH3:28])[CH3:27])=[O:10])[C:2]1[CH:7]=[CH:6][CH:5]=[CH:4][CH:3]=1.[CH3:29][NH:30][CH3:31]. (5) The reactants are: [F:1][C:2]1[CH:11]=[C:10]2[C:5]([CH:6]=[C:7]([CH2:16][C:17]([O:19][CH3:20])=[O:18])[C:8]([CH3:15])=[C:9]2[C:12](O)=[O:13])=[CH:4][CH:3]=1.C(Cl)(=O)C([Cl:24])=O.CN(C)C=O. Given the product [CH3:20][O:19][C:17](=[O:18])[CH2:16][C:7]1[C:8]([CH3:15])=[C:9]([C:12]([Cl:24])=[O:13])[C:10]2[C:5](=[CH:4][CH:3]=[C:2]([F:1])[CH:11]=2)[CH:6]=1, predict the reactants needed to synthesize it. (6) Given the product [CH2:1]([O:3][C:4]1[N:9]=[CH:8][C:7]([C:10]2[CH:11]=[C:12]([CH:17]=[CH:18][C:19]=2[CH3:20])[C:13]([OH:15])=[O:14])=[CH:6][C:5]=1[N:21]1[CH2:22][CH2:23][O:24][CH2:25][CH2:26]1)[CH3:2], predict the reactants needed to synthesize it. The reactants are: [CH2:1]([O:3][C:4]1[N:9]=[CH:8][C:7]([C:10]2[CH:11]=[C:12]([CH:17]=[CH:18][C:19]=2[CH3:20])[C:13]([O:15]C)=[O:14])=[CH:6][C:5]=1[N:21]1[CH2:26][CH2:25][O:24][CH2:23][CH2:22]1)[CH3:2].[Li+].[OH-].Cl. (7) Given the product [C:18]([NH:1][C@@H:2]([C:12]1[CH:13]=[CH:14][CH:15]=[CH:16][CH:17]=1)[CH2:3][C:4]([O:6][C@H:7]([CH2:9][CH:10]=[CH2:11])[CH3:8])=[O:5])(=[O:23])[CH2:19][CH2:20][CH:21]=[CH2:22], predict the reactants needed to synthesize it. The reactants are: [NH2:1][C@@H:2]([C:12]1[CH:17]=[CH:16][CH:15]=[CH:14][CH:13]=1)[CH2:3][C:4]([O:6][C@H:7]([CH2:9][CH:10]=[CH2:11])[CH3:8])=[O:5].[C:18](O)(=[O:23])[CH2:19][CH2:20][CH:21]=[CH2:22].CCN=C=NCCCN(C)C. (8) Given the product [Br:32][CH2:20][C:18]([C:2]1[CH:3]=[C:4]2[C:9](=[CH:10][CH:11]=1)[C:8](=[O:12])[O:7][CH2:6][CH2:5]2)=[O:19], predict the reactants needed to synthesize it. The reactants are: Br[C:2]1[CH:3]=[C:4]2[C:9](=[CH:10][CH:11]=1)[C:8](=[O:12])[O:7][CH2:6][CH2:5]2.C([Sn](CCCC)(CCCC)[C:18]([O:20]CC)=[CH2:19])CCC.[Sn].[Br:32]N1C(=O)CCC1=O.